Task: Predict the reactants needed to synthesize the given product.. Dataset: Full USPTO retrosynthesis dataset with 1.9M reactions from patents (1976-2016) Given the product [NH2:30][C:17]1[C:18]([NH:19][C@H:20]2[CH2:21][CH2:22][C@H:23]([O:26][CH2:27][C:28]#[N:29])[CH2:24][CH2:25]2)=[C:13]2[CH:12]=[CH:11][N:10]([S:7]([C:1]3[CH:2]=[CH:3][CH:4]=[CH:5][CH:6]=3)(=[O:9])=[O:8])[C:14]2=[N:15][CH:16]=1, predict the reactants needed to synthesize it. The reactants are: [C:1]1([S:7]([N:10]2[C:14]3=[N:15][CH:16]=[C:17]([N+:30]([O-])=O)[C:18]([NH:19][C@H:20]4[CH2:25][CH2:24][C@H:23]([O:26][CH2:27][C:28]#[N:29])[CH2:22][CH2:21]4)=[C:13]3[CH:12]=[CH:11]2)(=[O:9])=[O:8])[CH:6]=[CH:5][CH:4]=[CH:3][CH:2]=1.[Cl-].[NH4+].